From a dataset of Full USPTO retrosynthesis dataset with 1.9M reactions from patents (1976-2016). Predict the reactants needed to synthesize the given product. (1) Given the product [C:3]([O:7][C:8]([NH:10][C:11]1[CH:12]=[CH:13][C:14]2[N:15]([N:17]=[C:18]([C:32]3[CH:33]=[CH:34][CH:35]=[CH:36][CH:37]=3)[C:19]=2[CH:20]([OH:21])[C:22]2[N:27]=[C:26]([C:28]([O:30][CH3:31])=[O:29])[CH:25]=[CH:24][CH:23]=2)[CH:16]=1)=[O:9])([CH3:6])([CH3:4])[CH3:5], predict the reactants needed to synthesize it. The reactants are: [BH4-].[Na+].[C:3]([O:7][C:8]([NH:10][C:11]1[CH:12]=[CH:13][C:14]2[N:15]([N:17]=[C:18]([C:32]3[CH:37]=[CH:36][CH:35]=[CH:34][CH:33]=3)[C:19]=2[C:20]([C:22]2[N:27]=[C:26]([C:28]([O:30][CH3:31])=[O:29])[CH:25]=[CH:24][CH:23]=2)=[O:21])[CH:16]=1)=[O:9])([CH3:6])([CH3:5])[CH3:4].[Cl-].[NH4+]. (2) Given the product [CH3:12][CH:11]([N:8]1[C:9]2[CH:10]=[C:2]([C:33]3[CH:34]=[N:29][CH:30]=[N:31][CH:32]=3)[CH:3]=[C:4]([C:14]([NH:16][CH2:17][C:18]3[C:19](=[O:28])[NH:20][C:21]([CH3:27])=[CH:22][C:23]=3[CH2:24][CH2:25][CH3:26])=[O:15])[C:5]=2[CH:6]=[N:7]1)[CH3:13], predict the reactants needed to synthesize it. The reactants are: Br[C:2]1[CH:3]=[C:4]([C:14]([NH:16][CH2:17][C:18]2[C:19](=[O:28])[NH:20][C:21]([CH3:27])=[CH:22][C:23]=2[CH2:24][CH2:25][CH3:26])=[O:15])[C:5]2[CH:6]=[N:7][N:8]([CH:11]([CH3:13])[CH3:12])[C:9]=2[CH:10]=1.[N:29]1[CH:34]=[C:33](B(O)O)[CH:32]=[N:31][CH:30]=1. (3) The reactants are: [C:1]([C:3]1[C:8](F)=[CH:7][C:6](F)=[CH:5][N:4]=1)#[N:2].[CH3:11][O-:12].[Na+].[OH2:14].[CH3:15]O. Given the product [CH3:11][O:12][C:8]1[C:3]([C:1]#[N:2])=[N:4][CH:5]=[C:6]([O:14][CH3:15])[CH:7]=1, predict the reactants needed to synthesize it. (4) Given the product [CH:1]1([NH:7][C:8]([C:10]2[C:14]([CH2:15][N:16]([CH3:18])[CH3:17])=[C:13]([C:19]3[CH:24]=[CH:23][C:22]([OH:25])=[CH:21][CH:20]=3)[N:12]([C:27]3[CH:32]=[CH:31][C:30]([Cl:33])=[CH:29][C:28]=3[Cl:34])[N:11]=2)=[O:9])[CH2:2][CH2:3][CH2:4][CH2:5][CH2:6]1, predict the reactants needed to synthesize it. The reactants are: [CH:1]1([NH:7][C:8]([C:10]2[C:14]([CH2:15][N:16]([CH3:18])[CH3:17])=[C:13]([C:19]3[CH:24]=[CH:23][C:22]([O:25]C)=[CH:21][CH:20]=3)[N:12]([C:27]3[CH:32]=[CH:31][C:30]([Cl:33])=[CH:29][C:28]=3[Cl:34])[N:11]=2)=[O:9])[CH2:6][CH2:5][CH2:4][CH2:3][CH2:2]1.B(Br)(Br)Br.O. (5) Given the product [CH:12]([C:2]1[CH:11]=[CH:10][C:9]2[C:4](=[CH:5][CH:6]=[CH:7][CH:8]=2)[N:3]=1)=[CH2:13], predict the reactants needed to synthesize it. The reactants are: Cl[C:2]1[CH:11]=[CH:10][C:9]2[C:4](=[CH:5][CH:6]=[CH:7][CH:8]=2)[N:3]=1.[CH:12]([Sn](CCCC)(CCCC)CCCC)=[CH2:13]. (6) Given the product [CH3:1][S:2]([O:5][CH2:6][C:7]1[N:8]([CH2:17][CH2:18][S:19]([CH3:22])(=[O:21])=[O:20])[C:9]2[C:14](=[N:30][C:12]([Cl:16])=[CH:11][CH:10]=2)[CH:15]=1)(=[O:4])=[O:3], predict the reactants needed to synthesize it. The reactants are: [CH3:1][S:2]([O:5][CH2:6][C:7]1[N:8]([CH2:17][CH2:18][S:19]([CH2:22]C)(=[O:21])=[O:20])[C:9]2[C:14]([CH:15]=1)=C[C:12]([Cl:16])=[CH:11][CH:10]=2)(=[O:4])=[O:3].ClC1[N:30]=C2C=C(C(OC)=O)NC2=CC=1. (7) Given the product [Br:3][C:4]1[CH:5]=[C:6]([CH:18]=[CH:19][C:20]=1[F:21])[CH2:7][C:8]1[C:16]2[C:11](=[CH:12][CH:13]=[CH:14][CH:15]=2)[C:10](=[O:9])[NH:24][N:23]=1, predict the reactants needed to synthesize it. The reactants are: [OH-].[Na+].[Br:3][C:4]1[CH:5]=[C:6]([CH:18]=[CH:19][C:20]=1[F:21])[CH:7]=[C:8]1[C:16]2[C:11](=[CH:12][CH:13]=[CH:14][CH:15]=2)[C:10](=O)[O:9]1.O.[NH2:23][NH2:24].Cl.